Dataset: Forward reaction prediction with 1.9M reactions from USPTO patents (1976-2016). Task: Predict the product of the given reaction. (1) Given the reactants CC1(C)[O:7][CH2:6][CH:5]([C:8]2[CH:34]=[CH:33][C:11]([O:12][C:13]3[C:18]([CH3:19])=[C:17]([O:20][CH:21]4[CH2:26][CH2:25][N:24]([C:27]5[N:32]=[CH:31][CH:30]=[CH:29][N:28]=5)[CH2:23][CH2:22]4)[N:16]=[CH:15][N:14]=3)=[CH:10][CH:9]=2)[CH2:4][O:3]1, predict the reaction product. The product is: [CH3:19][C:18]1[C:13]([O:12][C:11]2[CH:33]=[CH:34][C:8]([CH:5]([CH2:6][OH:7])[CH2:4][OH:3])=[CH:9][CH:10]=2)=[N:14][CH:15]=[N:16][C:17]=1[O:20][CH:21]1[CH2:26][CH2:25][N:24]([C:27]2[N:28]=[CH:29][CH:30]=[CH:31][N:32]=2)[CH2:23][CH2:22]1. (2) Given the reactants [C:1]1([CH2:7][CH2:8][CH2:9][CH2:10][CH2:11][CH2:12][CH2:13][CH2:14][NH:15][C:16]([C:18]2[CH:19]=[C:20]([C:35]3[CH:40]=[CH:39][CH:38]=[C:37]([C:41]([F:44])([F:43])[F:42])[CH:36]=3)[C:21]([OH:34])=[C:22]([C:24]3[CH:29]=[CH:28][CH:27]=[C:26]([C:30]([F:33])([F:32])[F:31])[CH:25]=3)[CH:23]=2)=[O:17])[CH:6]=[CH:5][CH:4]=[CH:3][CH:2]=1.Cl[S:46]([C:49]1[CH:57]=[CH:56][C:52]([C:53]([OH:55])=[O:54])=[C:51]([OH:58])[CH:50]=1)(=[O:48])=[O:47].[K+].[Br-], predict the reaction product. The product is: [OH:58][C:51]1[CH:50]=[C:49]([S:46]([O:34][C:21]2[C:20]([C:35]3[CH:40]=[CH:39][CH:38]=[C:37]([C:41]([F:42])([F:43])[F:44])[CH:36]=3)=[CH:19][C:18]([C:16](=[O:17])[NH:15][CH2:14][CH2:13][CH2:12][CH2:11][CH2:10][CH2:9][CH2:8][CH2:7][C:1]3[CH:6]=[CH:5][CH:4]=[CH:3][CH:2]=3)=[CH:23][C:22]=2[C:24]2[CH:29]=[CH:28][CH:27]=[C:26]([C:30]([F:33])([F:31])[F:32])[CH:25]=2)(=[O:48])=[O:47])[CH:57]=[CH:56][C:52]=1[C:53]([OH:55])=[O:54]. (3) Given the reactants Br[C:2]1[CH:7]=[CH:6][C:5]([C@@H:8]2[CH2:12][CH2:11][C:10]([F:14])([F:13])[CH2:9]2)=[CH:4][CH:3]=1.[Li]CCCC.[C:20](=[O:22])=[O:21], predict the reaction product. The product is: [F:13][C:10]1([F:14])[CH2:11][CH2:12][C@@H:8]([C:5]2[CH:6]=[CH:7][C:2]([C:20]([OH:22])=[O:21])=[CH:3][CH:4]=2)[CH2:9]1. (4) The product is: [OH:60][CH2:59][CH2:58][O:57][CH2:56][CH2:55][O:54][CH2:53][CH2:52][NH:51][C:33]([C:29]1[CH:28]=[C:27]([C:25]2[C:24]([CH3:36])=[CH:23][CH:22]=[C:21]([CH2:20][C@H:19]([NH:18][C:16]([C@H:13]3[CH2:12][CH2:11][C@H:10]([CH2:9][NH:8][C:6](=[O:7])[O:5][C:1]([CH3:2])([CH3:4])[CH3:3])[CH2:15][CH2:14]3)=[O:17])[C:37](=[O:50])[NH:38][C:39]3[CH:44]=[CH:43][C:42]([C:45]4[NH:46][N:47]=[N:48][N:49]=4)=[CH:41][CH:40]=3)[CH:26]=2)[CH:32]=[CH:31][CH:30]=1)=[O:34]. Given the reactants [C:1]([O:5][C:6]([NH:8][CH2:9][C@H:10]1[CH2:15][CH2:14][C@H:13]([C:16]([NH:18][C@H:19]([C:37](=[O:50])[NH:38][C:39]2[CH:44]=[CH:43][C:42]([C:45]3[NH:49][N:48]=[N:47][N:46]=3)=[CH:41][CH:40]=2)[CH2:20][C:21]2[CH:22]=[CH:23][C:24]([CH3:36])=[C:25]([C:27]3[CH:32]=[CH:31][CH:30]=[C:29]([C:33](O)=[O:34])[CH:28]=3)[CH:26]=2)=[O:17])[CH2:12][CH2:11]1)=[O:7])([CH3:4])([CH3:3])[CH3:2].[NH2:51][CH2:52][CH2:53][O:54][CH2:55][CH2:56][O:57][CH2:58][CH2:59][OH:60].F[P-](F)(F)(F)(F)F.CN(C(ON1C2=NC=CC=C2N=N1)=[N+](C)C)C.C(N(CC)C(C)C)(C)C, predict the reaction product. (5) Given the reactants [Cl:1][C:2]1[N:3]=[CH:4][NH:5][C:6]=1[Cl:7].[OH-].[K+].[Br:10][CH2:11][CH2:12][CH3:13].Cl.ClC[C:17]1[CH:26]=[CH:25][C:24]2[C:19](=[CH:20][CH:21]=CC=2)N=1, predict the reaction product. The product is: [CH2:11]([N:5]1[C:6]2[C:24](=[CH:19][CH:20]=[CH:21][CH:2]=2)[CH:25]=[C:26]([CH3:17])[CH2:4]1)[CH2:12][CH3:13].[Br-:10].[Cl:1][C:2]1[NH:3][CH:4]=[NH+:5][C:6]=1[Cl:7]. (6) Given the reactants [CH2:1]([O:3][C:4]1[CH:5]=[C:6]([C:14]2[CH:19]=[C:18]([C:20]([F:23])([F:22])[F:21])[NH:17][C:16](=O)[N:15]=2)[CH:7]=[CH:8][C:9]=1[C:10]([F:13])([F:12])[F:11])[CH3:2].P(Cl)(Cl)([Cl:27])=O, predict the reaction product. The product is: [Cl:27][C:16]1[N:15]=[C:14]([C:6]2[CH:7]=[CH:8][C:9]([C:10]([F:13])([F:12])[F:11])=[C:4]([O:3][CH2:1][CH3:2])[CH:5]=2)[CH:19]=[C:18]([C:20]([F:23])([F:22])[F:21])[N:17]=1. (7) Given the reactants [CH:1]1([NH:6][C:7]2[N:12]=[C:11]([C:13]3[C:14]([C:23]4[CH:28]=[CH:27][C:26]([F:29])=[CH:25][CH:24]=4)=[N:15][N:16]4[CH:21]=[CH:20][C:19]([NH2:22])=[CH:18][C:17]=34)[CH:10]=[CH:9][N:8]=2)[CH2:5][CH2:4][CH2:3][CH2:2]1.[CH3:30][S:31](Cl)(=[O:33])=[O:32].C(=O)(O)[O-], predict the reaction product. The product is: [CH:1]1([NH:6][C:7]2[N:12]=[C:11]([C:13]3[C:14]([C:23]4[CH:24]=[CH:25][C:26]([F:29])=[CH:27][CH:28]=4)=[N:15][N:16]4[CH:21]=[CH:20][C:19]([NH:22][S:31]([CH3:30])(=[O:33])=[O:32])=[CH:18][C:17]=34)[CH:10]=[CH:9][N:8]=2)[CH2:5][CH2:4][CH2:3][CH2:2]1. (8) Given the reactants [OH:1][CH2:2][C@@H:3]1[CH2:5][C@H:4]1[C:6]([O:8][CH2:9][CH3:10])=[O:7].N1C=CC=CC=1.[CH3:17][S:18](O[S:18]([CH3:17])(=[O:20])=[O:19])(=[O:20])=[O:19], predict the reaction product. The product is: [CH3:17][S:18]([O:1][CH2:2][C@@H:3]1[CH2:5][C@H:4]1[C:6]([O:8][CH2:9][CH3:10])=[O:7])(=[O:20])=[O:19].